Dataset: Peptide-MHC class I binding affinity with 185,985 pairs from IEDB/IMGT. Task: Regression. Given a peptide amino acid sequence and an MHC pseudo amino acid sequence, predict their binding affinity value. This is MHC class I binding data. (1) The binding affinity (normalized) is 0.0847. The peptide sequence is YAEGDVVVF. The MHC is HLA-A02:01 with pseudo-sequence HLA-A02:01. (2) The peptide sequence is TLDAANHSI. The MHC is HLA-A02:01 with pseudo-sequence HLA-A02:01. The binding affinity (normalized) is 0.791. (3) The peptide sequence is RRLTVCGGIMF. The MHC is HLA-A02:01 with pseudo-sequence HLA-A02:01. The binding affinity (normalized) is 0.213. (4) The peptide sequence is IFKVRMYVGGV. The MHC is Patr-A0901 with pseudo-sequence Patr-A0901. The binding affinity (normalized) is 0.249. (5) The peptide sequence is ASFKAGKLR. The MHC is HLA-A30:01 with pseudo-sequence HLA-A30:01. The binding affinity (normalized) is 0.326. (6) The peptide sequence is YKVASEGFQY. The MHC is HLA-A30:02 with pseudo-sequence HLA-A30:02. The binding affinity (normalized) is 0.547.